Task: Predict which catalyst facilitates the given reaction.. Dataset: Catalyst prediction with 721,799 reactions and 888 catalyst types from USPTO (1) Reactant: [CH3:1][C:2]1[N:3]([CH2:11][C:12]2[N:13]=[C:14]([C:17]3[CH:22]=[CH:21][CH:20]=[CH:19][CH:18]=3)[S:15][CH:16]=2)[C:4]([CH3:10])=[CH:5][C:6]=1[C:7](O)=[O:8].Cl.[NH2:24][CH2:25][C:26]1[CH:35]=[C:34]2[C:29]([CH:30]=[CH:31][N:32]=[C:33]2[NH2:36])=[CH:28][CH:27]=1.C1C=CC2N(O)N=NC=2C=1.C(N(CC)CC)C.CCN=C=NCCCN(C)C.Cl. Product: [NH2:36][C:33]1[C:34]2[C:29](=[CH:28][CH:27]=[C:26]([CH2:25][NH:24][C:7]([C:6]3[CH:5]=[C:4]([CH3:10])[N:3]([CH2:11][C:12]4[N:13]=[C:14]([C:17]5[CH:22]=[CH:21][CH:20]=[CH:19][CH:18]=5)[S:15][CH:16]=4)[C:2]=3[CH3:1])=[O:8])[CH:35]=2)[CH:30]=[CH:31][N:32]=1. The catalyst class is: 366. (2) Reactant: [CH3:1][O:2][C:3](=[O:12])[C:4]1[CH:9]=[C:8](I)[CH:7]=[CH:6][C:5]=1[Br:11].C([Sn](CCCC)(CCCC)[CH:18]=[CH:19][O:20]CC)CCC.O.C1C(=O)N([Br:39])C(=O)C1. Product: [CH3:1][O:2][C:3](=[O:12])[C:4]1[CH:9]=[C:8]([C:19](=[O:20])[CH2:18][Br:39])[CH:7]=[CH:6][C:5]=1[Br:11]. The catalyst class is: 184. (3) Reactant: ClC(Cl)(O[C:5](=[O:11])OC(Cl)(Cl)Cl)Cl.Cl.[OH:14][C:15]1([CH2:21][N:22]2[C:27](=[O:28])[C:26]3=[CH:29][CH:30]=[CH:31][N:25]3[N:24]=[CH:23]2)[CH2:20][CH2:19][NH:18][CH2:17][CH2:16]1.CCN(C(C)C)C(C)C.[N:41]1([C:47]2[CH:54]=[CH:53][C:50]([C:51]#[N:52])=[CH:49][CH:48]=2)[CH2:46][CH2:45][NH:44][CH2:43][CH2:42]1. Product: [OH:14][C:15]1([CH2:21][N:22]2[C:27](=[O:28])[C:26]3=[CH:29][CH:30]=[CH:31][N:25]3[N:24]=[CH:23]2)[CH2:16][CH2:17][N:18]([C:5]([N:44]2[CH2:43][CH2:42][N:41]([C:47]3[CH:48]=[CH:49][C:50]([C:51]#[N:52])=[CH:53][CH:54]=3)[CH2:46][CH2:45]2)=[O:11])[CH2:19][CH2:20]1. The catalyst class is: 4. (4) Reactant: C([O:8][CH2:9][CH:10]=[CH:11][CH2:12][C@@H:13]([CH2:18][C@H:19]([C:22]1[CH:27]=[CH:26][C:25]([F:28])=[CH:24][CH:23]=1)[O:20][CH3:21])[C:14]([O:16][CH3:17])=[O:15])C1C=CC=CC=1.[H][H]. Product: [F:28][C:25]1[CH:26]=[CH:27][C:22]([C@H:19]([O:20][CH3:21])[CH2:18][C@H:13]([CH2:12][CH2:11][CH2:10][CH2:9][OH:8])[C:14]([O:16][CH3:17])=[O:15])=[CH:23][CH:24]=1. The catalyst class is: 256. (5) Reactant: [H-].[Na+].[CH2:3]([N:7]1[C:11]([C:12]2[CH:17]=[CH:16][N:15]=[CH:14][CH:13]=2)=[C:10]([C:18]([O:20]CC)=O)[CH:9]=[N:8]1)[CH:4]([CH3:6])[CH3:5].O[N:24]=[C:25]([C:27]1[CH:28]=[C:29]2[C:33](=[CH:34][CH:35]=1)[NH:32][N:31]=[CH:30]2)[NH2:26].O. Product: [CH2:3]([N:7]1[C:11]([C:12]2[CH:13]=[CH:14][N:15]=[CH:16][CH:17]=2)=[C:10]([C:18]2[O:20][N:24]=[C:25]([C:27]3[CH:28]=[C:29]4[C:33](=[CH:34][CH:35]=3)[NH:32][N:31]=[CH:30]4)[N:26]=2)[CH:9]=[N:8]1)[CH:4]([CH3:5])[CH3:6]. The catalyst class is: 1.